From a dataset of Reaction yield outcomes from USPTO patents with 853,638 reactions. Predict the reaction yield, written as a fraction of the theoretical maximum amount of product (1.0 means a 100% yield; for example, 0.34 means a 34% yield). (1) The yield is 0.360. The product is [F:7][CH:2]([F:6])[O:9][C:10]1[CH:11]=[C:12]([CH:15]=[CH:16][CH:17]=1)[CH:13]=[O:14]. The reactants are Cl[C:2]([F:7])([F:6])C([O-])=O.[Na+].[OH:9][C:10]1[CH:11]=[C:12]([CH:15]=[CH:16][CH:17]=1)[CH:13]=[O:14].C(=O)([O-])[O-].[K+].[K+]. The catalyst is CN(C=O)C.O. (2) The reactants are [F:1][C:2]([F:20])([F:19])[C:3]1[N:8]=[CH:7][C:6]([O:9][C:10]2[CH:15]=[CH:14][C:13]([CH2:16][CH2:17][OH:18])=[CH:12][CH:11]=2)=[CH:5][CH:4]=1.[N:21]#[C:22][NH2:23].OS(C(F)(F)F)(=O)=O. The catalyst is C1COCC1. The product is [C:22](=[NH:21])([O:18][CH2:17][CH2:16][C:13]1[CH:14]=[CH:15][C:10]([O:9][C:6]2[CH:7]=[N:8][C:3]([C:2]([F:19])([F:1])[F:20])=[CH:4][CH:5]=2)=[CH:11][CH:12]=1)[NH2:23]. The yield is 0.570. (3) The reactants are [CH:1]1([CH2:6][CH:7]([C:20]2[CH:25]=[CH:24][C:23]([Cl:26])=[C:22]([Cl:27])[CH:21]=2)[C:8]([NH:10][C:11]2[CH:19]=[CH:18][C:14]([C:15]([OH:17])=O)=[CH:13][N:12]=2)=[O:9])[CH2:5][CH2:4][CH2:3][CH2:2]1.[CH:28]([N:31](CC)C(C)C)(C)C.F[P-](F)(F)(F)(F)F.N1(O[P+](N(C)C)(N(C)C)N(C)C)C2C=CC=CC=2N=N1.CN.O1CCCC1. The catalyst is CN(C)C=O.O. The product is [CH:1]1([CH2:6][CH:7]([C:20]2[CH:25]=[CH:24][C:23]([Cl:26])=[C:22]([Cl:27])[CH:21]=2)[C:8]([NH:10][C:11]2[CH:19]=[CH:18][C:14]([C:15]([NH:31][CH3:28])=[O:17])=[CH:13][N:12]=2)=[O:9])[CH2:2][CH2:3][CH2:4][CH2:5]1. The yield is 0.640. (4) The reactants are [CH2:1]([S:3][C:4]1[N:12]=[C:11]2[C:7]([N:8]=[CH:9][N:10]2[C@@H:13]2[O:25][C@H:24]([CH2:26][O:27]C(=O)C)[C@@H:19]([O:20]C(=O)C)[C@H:14]2[O:15]C(=O)C)=[C:6](Cl)[N:5]=1)[CH3:2].[O:32]1[CH:36]=[CH:35][CH:34]=[C:33]1[CH2:37][NH2:38]. No catalyst specified. The product is [CH2:1]([S:3][C:4]1[N:12]=[C:11]2[C:7]([N:8]=[CH:9][N:10]2[C@@H:13]2[O:25][C@H:24]([CH2:26][OH:27])[C@@H:19]([OH:20])[C@H:14]2[OH:15])=[C:6]([NH:38][CH2:37][C:33]2[O:32][CH:36]=[CH:35][CH:34]=2)[N:5]=1)[CH3:2]. The yield is 0.750. (5) The product is [CH3:32][S:33]([N:15]1[CH2:16][CH2:17][N:12]([C:10]2[N:9]=[C:8]3[C:3]([C:4](=[O:31])[CH:5]=[C:6]([NH:24][C:25]4[CH:30]=[CH:29][CH:28]=[CH:27][CH:26]=4)[N:7]3[C:18]3[CH:23]=[CH:22][CH:21]=[CH:20][CH:19]=3)=[C:2]([CH3:1])[CH:11]=2)[CH2:13][CH2:14]1)(=[O:35])=[O:34]. The reactants are [CH3:1][C:2]1[CH:11]=[C:10]([N:12]2[CH2:17][CH2:16][NH:15][CH2:14][CH2:13]2)[N:9]=[C:8]2[C:3]=1[C:4](=[O:31])[CH:5]=[C:6]([NH:24][C:25]1[CH:30]=[CH:29][CH:28]=[CH:27][CH:26]=1)[N:7]2[C:18]1[CH:23]=[CH:22][CH:21]=[CH:20][CH:19]=1.[CH3:32][S:33](Cl)(=[O:35])=[O:34]. The yield is 0.0600. The catalyst is C(Cl)Cl. (6) The reactants are C([O:8][C:9]1[C:13]([CH2:14][CH:15]2[S:19][C:18](=[O:20])[N:17]([CH3:21])[C:16]2=[O:22])=[CH:12][N:11]([C:23]2[CH:28]=[CH:27][CH:26]=[CH:25][CH:24]=2)[N:10]=1)C1C=CC=CC=1.C(#N)C.I[Si](C)(C)C. The catalyst is O. The product is [OH:8][C:9]1[C:13]([CH2:14][CH:15]2[S:19][C:18](=[O:20])[N:17]([CH3:21])[C:16]2=[O:22])=[CH:12][N:11]([C:23]2[CH:28]=[CH:27][CH:26]=[CH:25][CH:24]=2)[N:10]=1. The yield is 0.650. (7) The reactants are O[CH2:2][CH:3]1[N:8]([C:9](=[O:19])[NH:10][C:11]2[CH:16]=[CH:15][C:14]([S:17][CH3:18])=[CH:13][CH:12]=2)[CH2:7][CH2:6][N:5]([C:20]([O:22][C:23]([CH3:26])([CH3:25])[CH3:24])=[O:21])[CH2:4]1.C1CCN2C(=NCCC2)CC1.CS(Cl)(=O)=O.O. The catalyst is ClCCl. The product is [CH3:18][S:17][C:14]1[CH:15]=[CH:16][C:11]([N:10]2[CH2:2][CH:3]3[CH2:4][N:5]([C:20]([O:22][C:23]([CH3:25])([CH3:24])[CH3:26])=[O:21])[CH2:6][CH2:7][N:8]3[C:9]2=[O:19])=[CH:12][CH:13]=1. The yield is 0.860. (8) The reactants are [CH3:1][O:2][C:3](=[O:22])[C:4]1[CH:9]=[CH:8][C:7]([CH2:10][CH:11]([C:19]([OH:21])=O)[C:12]2[CH:17]=[CH:16][C:15]([OH:18])=[CH:14][CH:13]=2)=[CH:6][CH:5]=1.C(Cl)(=O)C(Cl)=O.[I:29][C:30]1[CH:36]=[CH:35][C:33]([NH2:34])=[CH:32][CH:31]=1. The catalyst is C(Cl)Cl. The product is [CH3:1][O:2][C:3](=[O:22])[C:4]1[CH:5]=[CH:6][C:7]([CH2:10][CH:11]([C:12]2[CH:13]=[CH:14][C:15]([OH:18])=[CH:16][CH:17]=2)[C:19](=[O:21])[NH:34][C:33]2[CH:35]=[CH:36][C:30]([I:29])=[CH:31][CH:32]=2)=[CH:8][CH:9]=1. The yield is 0.640.